Dataset: Catalyst prediction with 721,799 reactions and 888 catalyst types from USPTO. Task: Predict which catalyst facilitates the given reaction. (1) Product: [C:1]([N:4]1[CH2:9][CH2:8][CH:7]([C:10]([N:12]([CH2:13][CH2:14][CH2:15][N:16]2[CH2:17][CH2:18][CH:19]([CH2:22][C:23]3[CH:24]=[CH:25][C:26]([NH2:29])=[CH:27][CH:28]=3)[CH2:20][CH2:21]2)[C:32]2[CH:37]=[CH:36][C:35]([Cl:38])=[C:34]([Cl:39])[CH:33]=2)=[O:11])[CH2:6][CH2:5]1)(=[O:3])[CH3:2]. Reactant: [C:1]([N:4]1[CH2:9][CH2:8][CH:7]([C:10]([N:12]([C:32]2[CH:37]=[CH:36][C:35]([Cl:38])=[C:34]([Cl:39])[CH:33]=2)[CH2:13][CH2:14][CH2:15][N:16]2[CH2:21][CH2:20][CH:19]([CH2:22][C:23]3[CH:28]=[CH:27][C:26]([N+:29]([O-])=O)=[CH:25][CH:24]=3)[CH2:18][CH2:17]2)=[O:11])[CH2:6][CH2:5]1)(=[O:3])[CH3:2].O=C1NC(CN2CCNCC2)=CC(=O)N1.[OH-].[Na+].C(OCC)(=O)C. The catalyst class is: 8. (2) Reactant: [CH3:1][O:2][C:3]1[CH:4]=[C:5]2[C:13](=O)[C:12]([C:15]3[CH:16]=[CH:17][C:18]([OH:21])=[CH:19][CH:20]=3)=[CH:11][O:10][C:6]2=[CH:7][C:8]=1[OH:9]. Product: [OH:9][C:8]1[CH:7]=[C:6]2[C:5]([CH2:13][CH:12]([C:15]3[CH:16]=[CH:17][C:18]([OH:21])=[CH:19][CH:20]=3)[CH2:11][O:10]2)=[CH:4][C:3]=1[O:2][CH3:1]. The catalyst class is: 29. (3) Reactant: C[O:2][C:3](=O)[CH2:4][CH2:5][C:6]1[C:7](=[O:12])[N:8]([CH3:11])[CH2:9][CH:10]=1.CO.[NH2:16][O:17][K].C(O)(=O)C. Product: [OH:17][NH:16][C:3](=[O:2])[CH2:4][CH2:5][C:6]1[C:7](=[O:12])[N:8]([CH3:11])[CH2:9][CH:10]=1. The catalyst class is: 254.